Dataset: Full USPTO retrosynthesis dataset with 1.9M reactions from patents (1976-2016). Task: Predict the reactants needed to synthesize the given product. (1) Given the product [CH3:13][N:9]1[C:10]([CH2:11][F:12])=[C:6]([C:4]([OH:5])=[O:3])[C:7]([CH2:14][F:15])=[N:8]1, predict the reactants needed to synthesize it. The reactants are: C([O:3][C:4]([C:6]1[C:7]([CH2:14][F:15])=[N:8][N:9]([CH3:13])[C:10]=1[CH2:11][F:12])=[O:5])C.[OH-].[Na+]. (2) Given the product [C:1]1([C:3](=[CH:5][CH:6]=[CH:7][CH:8]=1)[O-:4])[O-:2].[Eu+3:13].[C:1]1([C:3](=[CH:5][CH:6]=[CH:7][CH:8]=1)[O-:4])[O-:2].[C:1]1([C:3](=[CH:5][CH:6]=[CH:7][CH:8]=1)[O-:4])[O-:2].[Eu+3:13], predict the reactants needed to synthesize it. The reactants are: [C:1]1([C:3](=[CH:5][CH:6]=[CH:7][CH:8]=1)[OH:4])[OH:2].C([O-])(=O)C.[Eu+3:13].C([O-])(=O)C.C([O-])(=O)C. (3) The reactants are: [CH3:1][O:2][C:3]1[CH:50]=[C:49]([O:51][CH3:52])[CH:48]=[CH:47][C:4]=1[CH2:5][NH:6][C:7]1[C:8]2[CH:15]=[CH:14][N:13]([C@H:16]3[C@@H:20]4[O:21][C:22]([CH3:25])([CH3:24])[O:23][C@@H:19]4[C@@H:18]([CH2:26][N:27]([CH:44]([CH3:46])[CH3:45])[CH:28]4[CH2:31][CH:30]([CH2:32][CH2:33][C:34]([O:36]CC5C=CC=CC=5)=[O:35])[CH2:29]4)[O:17]3)[C:9]=2[N:10]=[CH:11][N:12]=1.O[Li].O. Given the product [CH3:1][O:2][C:3]1[CH:50]=[C:49]([O:51][CH3:52])[CH:48]=[CH:47][C:4]=1[CH2:5][NH:6][C:7]1[C:8]2[CH:15]=[CH:14][N:13]([C@H:16]3[C@@H:20]4[O:21][C:22]([CH3:24])([CH3:25])[O:23][C@@H:19]4[C@@H:18]([CH2:26][N:27]([CH:44]([CH3:45])[CH3:46])[CH:28]4[CH2:29][CH:30]([CH2:32][CH2:33][C:34]([OH:36])=[O:35])[CH2:31]4)[O:17]3)[C:9]=2[N:10]=[CH:11][N:12]=1, predict the reactants needed to synthesize it. (4) Given the product [F:20][C:21]1[CH:22]=[CH:23][C:24]([S:27]([N:30]([CH:31]([CH3:33])[CH3:32])[CH2:34][C:35]([NH:19][CH2:18][C:3]2[CH:4]=[C:5]([C:8]3[CH:9]=[CH:10][C:11]([C:14]([F:16])([F:17])[F:15])=[CH:12][CH:13]=3)[CH:6]=[CH:7][C:2]=2[F:1])=[O:36])(=[O:28])=[O:29])=[CH:25][CH:26]=1, predict the reactants needed to synthesize it. The reactants are: [F:1][C:2]1[CH:7]=[CH:6][C:5]([C:8]2[CH:13]=[CH:12][C:11]([C:14]([F:17])([F:16])[F:15])=[CH:10][CH:9]=2)=[CH:4][C:3]=1[CH2:18][NH2:19].[F:20][C:21]1[CH:26]=[CH:25][C:24]([S:27]([N:30]([CH2:34][C:35](O)=[O:36])[CH:31]([CH3:33])[CH3:32])(=[O:29])=[O:28])=[CH:23][CH:22]=1.CN(C(ON1N=NC2C=CC=NC1=2)=[N+](C)C)C.F[P-](F)(F)(F)(F)F.C(N(CC)C(C)C)(C)C.OS([O-])(=O)=O.[K+]. (5) The reactants are: FC(F)(F)C(O)=O.[C:8]1([C@H:14]([OH:26])[CH2:15][NH:16][C:17]2[CH:22]=[CH:21][C:20](CCN)=[CH:19][CH:18]=2)[CH:13]=[CH:12][CH:11]=[CH:10][CH:9]=1.[OH-].[Na+]. Given the product [C:8]1([C@H:14]([OH:26])[CH2:15][NH:16][C:17]2[CH:18]=[CH:19][CH:20]=[CH:21][CH:22]=2)[CH:9]=[CH:10][CH:11]=[CH:12][CH:13]=1, predict the reactants needed to synthesize it.